This data is from CYP1A2 inhibition data for predicting drug metabolism from PubChem BioAssay. The task is: Regression/Classification. Given a drug SMILES string, predict its absorption, distribution, metabolism, or excretion properties. Task type varies by dataset: regression for continuous measurements (e.g., permeability, clearance, half-life) or binary classification for categorical outcomes (e.g., BBB penetration, CYP inhibition). Dataset: cyp1a2_veith. The result is 0 (non-inhibitor). The molecule is C/C(=C/C(=O)NCc1ccccc1)C(=O)O.